Dataset: Peptide-MHC class I binding affinity with 185,985 pairs from IEDB/IMGT. Task: Regression. Given a peptide amino acid sequence and an MHC pseudo amino acid sequence, predict their binding affinity value. This is MHC class I binding data. (1) The peptide sequence is MHCDFAFWV. The MHC is HLA-A02:03 with pseudo-sequence HLA-A02:03. The binding affinity (normalized) is 0.0847. (2) The peptide sequence is KYQLKHIVW. The MHC is HLA-B44:02 with pseudo-sequence HLA-B44:02. The binding affinity (normalized) is 0.